From a dataset of Full USPTO retrosynthesis dataset with 1.9M reactions from patents (1976-2016). Predict the reactants needed to synthesize the given product. (1) Given the product [O:1]=[C:2]1[C:7]2[CH:8]=[CH:9][CH:10]=[CH:11][C:6]=2[S:5][C:4]([C:12]2[N:17]=[CH:16][C:15]([CH2:18][CH2:19][C:20]([NH2:33])=[O:22])=[CH:14][CH:13]=2)=[N:3]1, predict the reactants needed to synthesize it. The reactants are: [O:1]=[C:2]1[C:7]2[CH:8]=[CH:9][CH:10]=[CH:11][C:6]=2[S:5][C:4]([C:12]2[N:17]=[CH:16][C:15]([CH2:18][CH2:19][C:20]([OH:22])=O)=[CH:14][CH:13]=2)=[N:3]1.ClC(OCC(C)C)=O.C([N:33](CC)CC)C.[NH4+]. (2) Given the product [CH2:14]([O:16][C:17]1[CH:18]=[C:19]([C@H:23]([NH:25][C@H:10]2[CH2:11][CH2:12][C@@H:8]([C:5]3[CH:6]=[N:7][C:2]([F:1])=[CH:3][CH:4]=3)[CH2:9]2)[CH3:24])[CH:20]=[CH:21][CH:22]=1)[CH3:15], predict the reactants needed to synthesize it. The reactants are: [F:1][C:2]1[N:7]=[CH:6][C:5]([C@@H:8]2[CH2:12][CH2:11][C:10](=O)[CH2:9]2)=[CH:4][CH:3]=1.[CH2:14]([O:16][C:17]1[CH:18]=[C:19]([C@H:23]([NH2:25])[CH3:24])[CH:20]=[CH:21][CH:22]=1)[CH3:15]. (3) Given the product [F:23][C:22]([F:25])([F:24])[C:19]1[CH:20]=[CH:21][C:16]([CH:9]([C:3]2[CH:8]=[CH:7][CH:6]=[CH:5][CH:4]=2)[N:10]2[CH2:11][CH2:12][N:13]([C:38]([C:37]3[CH:36]=[C:35]([CH:43]=[CH:42][CH:41]=3)[C:33]#[N:34])=[O:39])[CH2:14][CH2:15]2)=[CH:17][CH:18]=1, predict the reactants needed to synthesize it. The reactants are: Cl.Cl.[C:3]1([CH:9]([C:16]2[CH:21]=[CH:20][C:19]([C:22]([F:25])([F:24])[F:23])=[CH:18][CH:17]=2)[N:10]2[CH2:15][CH2:14][NH:13][CH2:12][CH2:11]2)[CH:8]=[CH:7][CH:6]=[CH:5][CH:4]=1.C(N(CC)CC)C.[C:33]([C:35]1[CH:36]=[C:37]([CH:41]=[CH:42][CH:43]=1)[C:38](Cl)=[O:39])#[N:34]. (4) Given the product [Cl:8][C:6]1[N:5]=[C:4]([O:9][CH2:10][C:11]2[CH:16]=[CH:15][C:14]([O:17][CH3:18])=[CH:13][CH:12]=2)[N:3]=[C:2]([NH:28][C:19]([CH3:21])([C:22]2[CH:27]=[CH:26][CH:25]=[CH:24][CH:23]=2)[CH3:20])[N:7]=1, predict the reactants needed to synthesize it. The reactants are: Cl[C:2]1[N:7]=[C:6]([Cl:8])[N:5]=[C:4]([O:9][CH2:10][C:11]2[CH:16]=[CH:15][C:14]([O:17][CH3:18])=[CH:13][CH:12]=2)[N:3]=1.[C:19]([NH2:28])([C:22]1[CH:27]=[CH:26][CH:25]=[CH:24][CH:23]=1)([CH3:21])[CH3:20].CCN(C(C)C)C(C)C. (5) Given the product [C:20]([O:24][C:25](=[O:33])[NH:26][CH:27]1[CH2:32][CH2:31][N:30]([C:2]2[CH:7]=[CH:6][CH:5]=[CH:4][C:3]=2[N+:8]([O-:10])=[O:9])[CH2:29][CH2:28]1)([CH3:23])([CH3:21])[CH3:22], predict the reactants needed to synthesize it. The reactants are: F[C:2]1[CH:7]=[CH:6][CH:5]=[CH:4][C:3]=1[N+:8]([O-:10])=[O:9].C(N(CC)C(C)C)(C)C.[C:20]([O:24][C:25](=[O:33])[NH:26][CH:27]1[CH2:32][CH2:31][NH:30][CH2:29][CH2:28]1)([CH3:23])([CH3:22])[CH3:21]. (6) Given the product [NH:33]1[CH2:30][CH2:31][N:8]=[C:4]1[C:3]([NH2:43])([C:9]1[CH:14]=[CH:13][C:12]([O:15][CH3:16])=[C:11]([CH3:17])[CH:10]=1)[C:26]1[CH:25]=[CH:24][CH:23]=[C:22]([O:21][CH2:18][CH2:19][CH3:20])[CH:27]=1, predict the reactants needed to synthesize it. The reactants are: Cl.O[CH:3]([C:9]1[CH:14]=[CH:13][C:12]([O:15][CH3:16])=[C:11]([CH3:17])[CH:10]=1)[C:4](=[NH:8])OCC.[CH2:18]([O:21][C:22]1[CH:23]=[C:24]([Mg]Br)[CH:25]=[CH:26][CH:27]=1)[CH2:19][CH3:20].[CH:30]([N:33](C(C)C)CC)(C)[CH3:31].S(Cl)(Cl)=O.[NH3:43]. (7) Given the product [CH2:2]([N:6]1[C:14]2[N:13]=[C:12]([CH2:15][C:16]3[CH:17]=[CH:18][C:19]([NH:22][C:23](=[O:25])[CH3:24])=[CH:20][CH:21]=3)[NH:11][C:10]=2[C:9](=[O:26])[N:8]([CH2:27][C:28]2[CH:33]=[CH:32][CH:31]=[CH:30][C:29]=2[OH:34])[C:7]1=[O:42])[CH2:3][CH2:4][CH3:5], predict the reactants needed to synthesize it. The reactants are: [Na].[CH2:2]([N:6]1[C:14]2[N:13]=[C:12]([CH2:15][C:16]3[CH:21]=[CH:20][C:19]([NH:22][C:23](=[O:25])[CH3:24])=[CH:18][CH:17]=3)[NH:11][C:10]=2[C:9](=[O:26])[N:8]([CH2:27][C:28]2[CH:33]=[CH:32][CH:31]=[CH:30][C:29]=2[O:34][Si](C(C)(C)C)(C)C)[C:7]1=[O:42])[CH2:3][CH2:4][CH3:5].[F-].C([N+](CCCC)(CCCC)CCCC)CCC.[Cl-].[NH4+]. (8) Given the product [CH:1]1([C:4]2[CH:9]=[C:8]([CH2:10][OH:11])[C:7]([O:14][CH2:15][O:16][CH3:17])=[CH:6][C:5]=2[C:18]2[CH:23]=[CH:22][C:21]([F:24])=[CH:20][CH:19]=2)[CH2:3][CH2:2]1, predict the reactants needed to synthesize it. The reactants are: [CH:1]1([C:4]2[CH:9]=[C:8]([C:10](OC)=[O:11])[C:7]([O:14][CH2:15][O:16][CH3:17])=[CH:6][C:5]=2[C:18]2[CH:23]=[CH:22][C:21]([F:24])=[CH:20][CH:19]=2)[CH2:3][CH2:2]1.[H-].[Al+3].[Li+].[H-].[H-].[H-].[OH-].[Na+]. (9) Given the product [N+:1]([C:4]1[CH:9]=[CH:8][C:7]([CH:10]([OH:21])[CH3:11])=[CH:6][CH:5]=1)([O-:3])=[O:2], predict the reactants needed to synthesize it. The reactants are: [N+:1]([C:4]1[CH:9]=[CH:8][C:7]([CH2:10][C:11](O)=O)=[CH:6][CH:5]=1)([O-:3])=[O:2].CSC.B.C1C[O:21]CC1. (10) Given the product [CH3:2][C:3]1([CH3:12])[C:4]2[CH:9]=[CH:8][CH:7]=[CH:6][C:5]=2[O:14][C:13]1=[O:16], predict the reactants needed to synthesize it. The reactants are: O1[C:5]2[CH:6]=[CH:7][CH:8]=[CH:9][C:4]=2[CH2:3][C:2]1=O.I[CH3:12].[C:13](=[O:16])([O-])[O-:14].[K+].[K+].